This data is from Full USPTO retrosynthesis dataset with 1.9M reactions from patents (1976-2016). The task is: Predict the reactants needed to synthesize the given product. (1) Given the product [Cl:2][C:3]1[CH:8]=[CH:7][C:6]([CH:9]2[CH2:10][CH:11]([C:12]([O:14][CH3:15])=[O:13])[CH2:16][CH2:17][NH:18]2)=[CH:5][CH:4]=1, predict the reactants needed to synthesize it. The reactants are: Cl.[Cl:2][C:3]1[CH:8]=[CH:7][C:6]([C:9]2[CH:10]=[C:11]([CH:16]=[CH:17][N:18]=2)[C:12]([O:14][CH3:15])=[O:13])=[CH:5][CH:4]=1. (2) Given the product [F:1][C:2]1[CH:7]=[CH:6][C:5]([C:8]([OH:19])=[O:24])=[N:4][C:3]=1[C:9]1[CH:14]=[C:13]([F:15])[CH:12]=[C:11]([F:16])[C:10]=1[F:17], predict the reactants needed to synthesize it. The reactants are: [F:1][C:2]1[C:3]([C:9]2[CH:14]=[C:13]([F:15])[CH:12]=[C:11]([F:16])[C:10]=2[F:17])=[N:4][C:5]([CH3:8])=[CH:6][CH:7]=1.[Mn]([O-])(=O)(=O)=[O:19].[K+].[OH2:24]. (3) Given the product [CH3:20][O:19][C:11]1[C:10]2[C:6]3[S:7][C:8]([C:21](=[O:33])[CH2:22][CH2:23][CH2:24][CH2:25][CH2:26][CH2:27][CH2:28][CH2:29][CH2:30][CH2:31][CH3:32])=[CH:9][C:5]=3[CH:4]=[C:3]([O:2][CH3:1])[C:18]=2[C:14]2[S:15][CH:16]=[CH:17][C:13]=2[CH:12]=1, predict the reactants needed to synthesize it. The reactants are: [CH3:1][O:2][C:3]1[C:18]2[C:14]3[S:15][CH:16]=[CH:17][C:13]=3[CH:12]=[C:11]([O:19][CH3:20])[C:10]=2[C:6]2[S:7][CH:8]=[CH:9][C:5]=2[CH:4]=1.[C:21](Cl)(=[O:33])[CH2:22][CH2:23][CH2:24][CH2:25][CH2:26][CH2:27][CH2:28][CH2:29][CH2:30][CH2:31][CH3:32].[Cl-].[Cl-].[Cl-].[Al+3].CCCCCC. (4) Given the product [ClH:9].[S:1]1[C:2]2[CH2:6][CH2:7][NH:8][CH2:10][C:3]=2[CH:4]=[CH:5]1, predict the reactants needed to synthesize it. The reactants are: [S:1]1[CH:5]=[CH:4][CH:3]=[C:2]1[CH2:6][CH2:7][NH2:8].[Cl:9][CH:10](Cl)C.C=O. (5) Given the product [C:29]([O:33][C:34]([N:36]1[CH2:39][CH:38]([C:2]2[CH:24]=[CH:23][C:5]3[C:6]4[N:7]=[C:8]([C:14]5[N:15]([CH:20]([CH3:22])[CH3:21])[N:16]=[C:17]([CH3:19])[N:18]=5)[S:9][C:10]=4[CH2:11][CH2:12][O:13][C:4]=3[CH:3]=2)[CH2:37]1)=[O:35])([CH3:32])([CH3:30])[CH3:31], predict the reactants needed to synthesize it. The reactants are: Br[C:2]1[CH:24]=[CH:23][C:5]2[C:6]3[N:7]=[C:8]([C:14]4[N:15]([CH:20]([CH3:22])[CH3:21])[N:16]=[C:17]([CH3:19])[N:18]=4)[S:9][C:10]=3[CH2:11][CH2:12][O:13][C:4]=2[CH:3]=1.ClCCl.[I-].[C:29]([O:33][C:34]([N:36]1[CH2:39][CH:38]([Zn+])[CH2:37]1)=[O:35])([CH3:32])([CH3:31])[CH3:30].[NH4+].[Cl-]. (6) Given the product [CH3:1][C:2]1[C:3]([C:4]([NH:17][C:18]2[CH:23]=[CH:22][C:21]([N:24]3[C:30](=[O:31])[CH2:29][C:28](=[O:32])[NH:27][C:26]4[C:33]5[C:38]([CH:39]=[CH:40][C:25]3=4)=[CH:37][CH:36]=[CH:35][CH:34]=5)=[CH:20][CH:19]=2)=[O:6])=[CH:7][CH:8]=[CH:9][N:10]=1, predict the reactants needed to synthesize it. The reactants are: [CH3:1][C:2]1[N:10]=[CH:9][CH:8]=[CH:7][C:3]=1[C:4]([OH:6])=O.C(Cl)(=O)C(Cl)=O.[NH2:17][C:18]1[CH:23]=[CH:22][C:21]([N:24]2[C:30](=[O:31])[CH2:29][C:28](=[O:32])[NH:27][C:26]3[C:33]4[C:38]([CH:39]=[CH:40][C:25]2=3)=[CH:37][CH:36]=[CH:35][CH:34]=4)=[CH:20][CH:19]=1.C(=O)([O-])O.[Na+]. (7) The reactants are: [NH2:1][N:2]1[C:11](=[O:12])[C:10]2[C:5](=[N:6][CH:7]=[CH:8][N:9]=2)[N:4]=[C:3]1[C:13]1[CH:18]=[CH:17][C:16]([F:19])=[CH:15][CH:14]=1.[H-].[Na+].Br[CH2:23][C:24]1[CH:29]=[CH:28][C:27]([Cl:30])=[CH:26][CH:25]=1.CO. Given the product [Cl:30][C:27]1[CH:28]=[CH:29][C:24]([CH2:23][NH:1][N:2]2[C:11](=[O:12])[C:10]3[C:5](=[N:6][CH:7]=[CH:8][N:9]=3)[N:4]=[C:3]2[C:13]2[CH:18]=[CH:17][C:16]([F:19])=[CH:15][CH:14]=2)=[CH:25][CH:26]=1, predict the reactants needed to synthesize it. (8) Given the product [CH3:28][O:27][C:26]1[CH:21]=[CH:22][C:23]([N:29]2[C:8](=[O:10])[C:6]3[C:5](=[CH:4][C:3]([C:15]([OH:17])=[O:16])=[C:2]([F:1])[CH:7]=3)[NH:12][C:13]2=[S:14])=[N:24][C:25]=1[O:37][CH3:36], predict the reactants needed to synthesize it. The reactants are: [F:1][C:2]1[CH:7]=[C:6]([C:8]([O:10]C)=O)[C:5]([N:12]=[C:13]=[S:14])=[CH:4][C:3]=1[C:15]([O:17]C)=[O:16].CO[C:21]1[C:26]([O:27][CH3:28])=[CH:25][N:24]=[C:23]([NH2:29])[CH:22]=1.[OH-].[Na+].Cl.CN([CH:36]=[O:37])C.